This data is from Reaction yield outcomes from USPTO patents with 853,638 reactions. The task is: Predict the reaction yield, written as a fraction of the theoretical maximum amount of product (1.0 means a 100% yield; for example, 0.34 means a 34% yield). (1) The product is [OH:21][NH:20][C:3](=[O:2])[CH:4]=[CH:5][CH:6]=[CH:7][CH2:8][S:9][C:10]1[CH:15]=[CH:14][C:13]([N:16]([CH3:18])[CH3:17])=[CH:12][CH:11]=1. The reactants are C[O:2][C:3](=O)[CH:4]=[CH:5][CH:6]=[CH:7][CH2:8][S:9][C:10]1[CH:15]=[CH:14][C:13]([N:16]([CH3:18])[CH3:17])=[CH:12][CH:11]=1.[NH2:20][OH:21].[OH-].[K+].CO. The catalyst is C1COCC1. The yield is 0.430. (2) The reactants are [Br:1][C:2]1[CH:3]=[C:4]([O:12][C:13]2[CH:18]=[CH:17][C:16]([F:19])=[CH:15][CH:14]=2)[C:5]([NH:8][C:9]([NH2:11])=[S:10])=[N:6][CH:7]=1.Br[CH2:21][C:22](=O)[CH2:23][CH2:24][C:25]1[CH:30]=[CH:29][CH:28]=[CH:27][CH:26]=1.C(N(CC)CC)C. No catalyst specified. The product is [Br:1][C:2]1[CH:3]=[C:4]([O:12][C:13]2[CH:18]=[CH:17][C:16]([F:19])=[CH:15][CH:14]=2)[C:5]([NH:8][C:9]2[S:10][CH:21]=[C:22]([CH2:23][CH2:24][C:25]3[CH:30]=[CH:29][CH:28]=[CH:27][CH:26]=3)[N:11]=2)=[N:6][CH:7]=1. The yield is 1.02. (3) The catalyst is O1CCOCC1. The product is [ClH:19].[O:2]=[C:3]1[NH:8][C:7](=[O:9])[C:6]([C:11]2[C:12]([C:17]#[N:18])=[N:13][CH:14]=[CH:15][CH:16]=2)=[CH:5][NH:4]1. The yield is 0.970. The reactants are C[O:2][C:3]1[N:8]=[C:7]([O:9]C)[C:6]([C:11]2[C:12]([C:17]#[N:18])=[N:13][CH:14]=[CH:15][CH:16]=2)=[CH:5][N:4]=1.[ClH:19]. (4) The reactants are [F:1][C:2]1[CH:7]=[CH:6][C:5]([I:8])=[CH:4][C:3]=1[NH:9][N:10]=[C:11]([C:16](=[O:20])[CH2:17][O:18][CH3:19])[C:12]([O:14][CH3:15])=[O:13].[CH3:21]OC(OC)N(C)C. No catalyst specified. The product is [F:1][C:2]1[CH:7]=[CH:6][C:5]([I:8])=[CH:4][C:3]=1[N:9]1[CH:21]=[C:17]([O:18][CH3:19])[C:16](=[O:20])[C:11]([C:12]([O:14][CH3:15])=[O:13])=[N:10]1. The yield is 0.780. (5) The reactants are COC(=O)[C:4]1[CH:9]=[CH:8][C:7]([O:10][CH2:11][CH2:12][O:13][C:14]2[C:19]([CH3:20])=[CH:18][C:17]([C:21]([O:30]CC3C=CC(OC)=CC=3)([C:26]([F:29])([F:28])[F:27])[C:22]([F:25])([F:24])[F:23])=[CH:16][C:15]=2[CH3:40])=[CH:6][CH:5]=1.Cl[CH:43](Cl)C.C(C1C(=O)C(Cl)=C(Cl)[C:50](=[O:51])C=1C#N)#N.[OH2:60]. The catalyst is ClCCl.CCOC(C)=O. The product is [CH3:43][O:60][C:50](=[O:51])[C:6]1[CH:5]=[CH:4][CH:9]=[CH:8][C:7]=1[O:10][CH2:11][CH2:12][O:13][C:14]1[C:15]([CH3:40])=[CH:16][C:17]([C:21]([OH:30])([C:22]([F:25])([F:23])[F:24])[C:26]([F:29])([F:28])[F:27])=[CH:18][C:19]=1[CH3:20]. The yield is 0.250.